Dataset: M1 muscarinic receptor antagonist screen with 61,756 compounds. Task: Binary Classification. Given a drug SMILES string, predict its activity (active/inactive) in a high-throughput screening assay against a specified biological target. (1) The result is 0 (inactive). The drug is s1c(nnc1NC(=O)CSc1n(nnn1)CC)C(C)C. (2) The molecule is O1C(Cn2c3c(c(c2C)C(=O)C)cc(O)cc3)CCC1. The result is 0 (inactive).